Dataset: Full USPTO retrosynthesis dataset with 1.9M reactions from patents (1976-2016). Task: Predict the reactants needed to synthesize the given product. (1) The reactants are: C([O:3][C:4]([C:6]1[CH:7]=[C:8]([NH:12][C:13]2[N:18]=[C:17]([C:19]3[CH:24]=[CH:23][N:22]=[C:21]([Cl:25])[CH:20]=3)[CH:16]=[CH:15][N:14]=2)[CH:9]=[CH:10][CH:11]=1)=[O:5])C.[OH-].[Li+]. Given the product [C:4]([C:6]1[CH:7]=[C:8]([NH:12][C:13]2[N:18]=[C:17]([C:19]3[CH:24]=[CH:23][N:22]=[C:21]([Cl:25])[CH:20]=3)[CH:16]=[CH:15][N:14]=2)[CH:9]=[CH:10][CH:11]=1)([OH:5])=[O:3], predict the reactants needed to synthesize it. (2) Given the product [NH:1]1[C:5]2=[N:6][CH:7]=[C:8]([O:10][C:11]3[CH:20]=[C:19]([N:21]4[CH2:22][CH2:23][N:24]([CH2:27][C:28]5[CH2:29][O:30][C:31]([CH3:42])([CH3:41])[CH2:32][C:33]=5[C:34]5[CH:35]=[CH:36][C:37]([Cl:40])=[CH:38][CH:39]=5)[CH2:25][CH2:26]4)[CH:18]=[CH:17][C:12]=3[C:13]([OH:15])=[O:14])[CH:9]=[C:4]2[CH:3]=[CH:2]1, predict the reactants needed to synthesize it. The reactants are: [NH:1]1[C:5]2=[N:6][CH:7]=[C:8]([O:10][C:11]3[CH:20]=[C:19]([N:21]4[CH2:26][CH2:25][N:24]([CH2:27][C:28]5[CH2:29][O:30][C:31]([CH3:42])([CH3:41])[CH2:32][C:33]=5[C:34]5[CH:39]=[CH:38][C:37]([Cl:40])=[CH:36][CH:35]=5)[CH2:23][CH2:22]4)[CH:18]=[CH:17][C:12]=3[C:13]([O:15]C)=[O:14])[CH:9]=[C:4]2[CH:3]=[CH:2]1.O[Li].O.Cl. (3) Given the product [CH:67]1([C@H:62]([NH:61][C:18]([C:17]2[CH:16]=[C:15]([C:21]3[CH:22]=[N:23][N:24]([CH3:26])[CH:25]=3)[S:14][C:13]=2[NH:12][C:10]([NH:9][C:3]2[C:2]([Cl:1])=[CH:7][CH:6]=[CH:5][C:4]=2[Cl:8])=[O:11])=[O:19])[C:63]([O:65][CH3:66])=[O:64])[CH2:72][CH2:71][CH2:70][CH2:69][CH2:68]1, predict the reactants needed to synthesize it. The reactants are: [Cl:1][C:2]1[CH:7]=[CH:6][CH:5]=[C:4]([Cl:8])[C:3]=1[NH:9][C:10]([NH:12][C:13]1[S:14][C:15]([C:21]2[CH:22]=[N:23][N:24]([CH3:26])[CH:25]=2)=[CH:16][C:17]=1[C:18](O)=[O:19])=[O:11].CN(C(ON1N=NC2C=CC=NC1=2)=[N+](C)C)C.F[P-](F)(F)(F)(F)F.CCN(C(C)C)C(C)C.Cl.[NH2:61][C@@H:62]([CH:67]1[CH2:72][CH2:71][CH2:70][CH2:69][CH2:68]1)[C:63]([O:65][CH3:66])=[O:64].